Dataset: Forward reaction prediction with 1.9M reactions from USPTO patents (1976-2016). Task: Predict the product of the given reaction. (1) Given the reactants [Na].O[CH:3]=[C:4]1[CH2:9][CH2:8][CH2:7][O:6][C:5]1=[O:10].[CH2:11]([NH2:18])[C:12]1[CH:17]=[CH:16][CH:15]=[CH:14][CH:13]=1, predict the reaction product. The product is: [CH2:11]([NH:18][CH:3]=[C:4]1[CH2:9][CH2:8][CH2:7][O:6][C:5]1=[O:10])[C:12]1[CH:17]=[CH:16][CH:15]=[CH:14][CH:13]=1. (2) Given the reactants [C:1]1([CH2:11][C:12]([NH:14][C:15]2[N:16]=[CH:17][N:18]([C@H:20]3[CH2:23][C@H:22](OS(C4C=CC(C)=CC=4)(=O)=O)[CH2:21]3)[CH:19]=2)=[O:13])[C:10]2[C:5](=[CH:6][CH:7]=[CH:8][CH:9]=2)[CH:4]=[CH:3][CH:2]=1.[N-:35]=[N+:36]=[N-:37].[Na+].C(Cl)(Cl)Cl, predict the reaction product. The product is: [N:35]([C@@H:22]1[CH2:23][C@H:20]([N:18]2[CH:19]=[C:15]([NH:14][C:12](=[O:13])[CH2:11][C:1]3[C:10]4[C:5](=[CH:6][CH:7]=[CH:8][CH:9]=4)[CH:4]=[CH:3][CH:2]=3)[N:16]=[CH:17]2)[CH2:21]1)=[N+:36]=[N-:37]. (3) Given the reactants [O:1]1[C:10]2[C:5](=[CH:6][C:7]([C:11]3[C:16]([CH:17]4[CH2:19][CH2:18]4)=[CH:15][C:14]([NH:20][CH3:21])=[C:13]([CH3:22])[C:12]=3[CH:23]([O:28][CH:29]3[CH2:31][CH2:30]3)[C:24]([O:26][CH3:27])=[O:25])=[CH:8][CH:9]=2)[CH2:4][CH2:3][CH2:2]1.C(N(C(C)C)CC)(C)C.I[CH2:42][CH2:43][OH:44], predict the reaction product. The product is: [O:1]1[C:10]2[C:5](=[CH:6][C:7]([C:11]3[C:16]([CH:17]4[CH2:18][CH2:19]4)=[CH:15][C:14]([N:20]([CH2:42][CH2:43][OH:44])[CH3:21])=[C:13]([CH3:22])[C:12]=3[CH:23]([O:28][CH:29]3[CH2:30][CH2:31]3)[C:24]([O:26][CH3:27])=[O:25])=[CH:8][CH:9]=2)[CH2:4][CH2:3][CH2:2]1. (4) Given the reactants Cl.Cl.[NH:3]1[CH2:8]CNCC1.C([N:11]([CH2:14][CH3:15])[CH2:12][CH3:13])C.[C:16]([O:23]C([O-])=O)([O:18][C:19]([CH3:22])([CH3:21])[CH3:20])=O.[OH-:27].[Na+].Cl.[CH3:30]O, predict the reaction product. The product is: [C:19]([O:18][C:16]([N:11]1[CH2:12][C@H:13]([CH2:30][OH:27])[NH:3][CH2:8][C@H:14]1[CH3:15])=[O:23])([CH3:20])([CH3:21])[CH3:22].